This data is from Reaction yield outcomes from USPTO patents with 853,638 reactions. The task is: Predict the reaction yield, written as a fraction of the theoretical maximum amount of product (1.0 means a 100% yield; for example, 0.34 means a 34% yield). (1) The reactants are [CH3:1][C:2]1([CH3:11])[N:7]([O])[C:6]([CH3:10])([CH3:9])[CH2:5][CH2:4][CH2:3]1.[C:12]([O:16]N=O)(C)([CH3:14])[CH3:13].N[C:20]1[CH:25]=CC=C[CH:21]=1. The catalyst is N1C=CC=CC=1. The product is [O:16]([N:7]1[C:2]([CH3:11])([CH3:1])[CH2:3][CH2:4][CH2:5][C:6]1([CH3:10])[CH3:9])[C:12]1[CH:14]=[CH:25][CH:20]=[CH:21][CH:13]=1. The yield is 0.687. (2) The reactants are [O:1]1[CH:5]=[CH:4][CH:3]=[C:2]1[C:6](Cl)=[O:7].[F:9][C:10]1[CH:11]=[C:12]2[C:17](=[CH:18][CH:19]=1)[N:16]([CH2:20][C:21]1[CH:26]=[CH:25][C:24]([F:27])=[CH:23][CH:22]=1)[C:15](=[O:28])[C:14]([C:29]#[N:30])=[C:13]2[N:31]1[CH2:36][CH2:35][NH:34][CH2:33][CH2:32]1. The catalyst is N1C=CC=CC=1. The product is [F:9][C:10]1[CH:11]=[C:12]2[C:17](=[CH:18][CH:19]=1)[N:16]([CH2:20][C:21]1[CH:22]=[CH:23][C:24]([F:27])=[CH:25][CH:26]=1)[C:15](=[O:28])[C:14]([C:29]#[N:30])=[C:13]2[N:31]1[CH2:36][CH2:35][N:34]([C:6]([C:2]2[O:1][CH:5]=[CH:4][CH:3]=2)=[O:7])[CH2:33][CH2:32]1. The yield is 0.850. (3) The reactants are [CH3:1][C@H:2]([C:15]([OH:17])=O)[C:3]1[CH:4]=[CH:5][C:6]2[CH:7]=[C:8]([O:13][CH3:14])[CH:9]=[CH:10][C:11]=2[CH:12]=1.[SH:18][CH2:19][CH2:20][CH2:21][CH2:22][OH:23].Cl.CN(C)CCCN=C=NCC. The catalyst is CN(C1C=CN=CC=1)C.ClCCl. The product is [OH:23][CH2:22][CH2:21][CH2:20][CH2:19][S:18][C:15](=[O:17])[C@H:2]([C:3]1[CH:4]=[CH:5][C:6]2[C:11](=[CH:10][CH:9]=[C:8]([O:13][CH3:14])[CH:7]=2)[CH:12]=1)[CH3:1]. The yield is 0.300. (4) The reactants are [OH-].[Na+].C[O:4][C:5]([C:7]1([NH:13][C:14]([C:16]2[CH:21]=[CH:20][C:19]([CH2:22][N:23]3[CH2:28][CH2:27][O:26][CH2:25][CH2:24]3)=[CH:18][CH:17]=2)=O)[CH2:12][CH2:11][CH2:10][CH2:9][CH2:8]1)=[O:6].Cl.C(N(CC)CC)C.Cl.C(N=C=NCCCN(C)C)C. The catalyst is O1CCCC1.C(Cl)Cl. The product is [N:23]1([CH2:22][C:19]2[CH:18]=[CH:17][C:16]([C:14]3[O:4][C:5](=[O:6])[C:7]4([CH2:8][CH2:9][CH2:10][CH2:11][CH2:12]4)[N:13]=3)=[CH:21][CH:20]=2)[CH2:28][CH2:27][O:26][CH2:25][CH2:24]1. The yield is 0.600. (5) The reactants are Cl[C:2](OC1C=CC([N+]([O-])=O)=CC=1)=[O:3].N1C=CC=CC=1.[NH2:20][C:21]1[CH:31]=[CH:30][C:24]2[O:25][C:26]([F:29])([F:28])[O:27][C:23]=2[CH:22]=1.CCN(C(C1C=CC=C(C)C=1)=O)CC.[CH3:46][N:47]([CH3:65])[CH2:48][CH2:49][CH2:50][O:51][C:52]1[CH:57]=[CH:56][C:55]([NH2:58])=[CH:54][C:53]=1[C:59]1[N:60]([CH3:64])[N:61]=[CH:62][CH:63]=1. The catalyst is ClCCCl. The product is [F:28][C:26]1([F:29])[O:25][C:24]2[CH:30]=[CH:31][C:21]([NH:20][C:2]([NH:58][C:55]3[CH:56]=[CH:57][C:52]([O:51][CH2:50][CH2:49][CH2:48][N:47]([CH3:46])[CH3:65])=[C:53]([C:59]4[N:60]([CH3:64])[N:61]=[CH:62][CH:63]=4)[CH:54]=3)=[O:3])=[CH:22][C:23]=2[O:27]1. The yield is 0.340. (6) The reactants are [CH3:1][C:2]([C:5]#[C:6]/[CH:7]=[CH:8]/[CH2:9][N:10]([CH2:12][C:13]1[CH:14]=[CH:15][CH:16]=[C:17]2[CH:22]=[CH:21][CH:20]=[CH:19][C:18]=12)[CH3:11])([CH3:4])[CH3:3].C(O)(=O)C.C[Si](C)(C)[Cl:29]. The catalyst is CC(C)=O. The product is [CH3:4][C:2]([C:5]#[C:6]/[CH:7]=[CH:8]/[CH2:9][N:10]([CH2:12][C:13]1[CH:14]=[CH:15][CH:16]=[C:17]2[CH:22]=[CH:21][CH:20]=[CH:19][C:18]=12)[CH3:11])([CH3:1])[CH3:3].[ClH:29]. The yield is 0.667. (7) The reactants are F[C:2](F)(F)[C:3](O)=[O:4].[O:8]=[S:9]1(=[O:37])[CH2:14][CH:13]=[C:12]([C:15]2[CH:20]=[C:19]([CH:21]3[CH2:26][CH2:25][NH:24][CH2:23][CH2:22]3)[CH:18]=[CH:17][C:16]=2[NH:27][C:28]([C:30]2[NH:31][CH:32]=[C:33]([C:35]#[N:36])[N:34]=2)=[O:29])[CH2:11][CH2:10]1.CCN(C(C)C)C(C)C.C(OC(=O)C)(=O)C.CCOC(C)=O. The catalyst is C(Cl)Cl.CN(C=O)C. The product is [C:3]([N:24]1[CH2:25][CH2:26][CH:21]([C:19]2[CH:18]=[CH:17][C:16]([NH:27][C:28]([C:30]3[NH:31][CH:32]=[C:33]([C:35]#[N:36])[N:34]=3)=[O:29])=[C:15]([C:12]3[CH2:13][CH2:14][S:9](=[O:8])(=[O:37])[CH2:10][CH:11]=3)[CH:20]=2)[CH2:22][CH2:23]1)(=[O:4])[CH3:2]. The yield is 0.950. (8) The reactants are [CH2:1]([N:8]1[CH:12]=[CH:11][C:10]([C:13]#[N:14])=[C:9]1[C:15]([O:17]CC)=[O:16])[C:2]1[CH:7]=[CH:6][CH:5]=[CH:4][CH:3]=1.[Li+].[OH-].Cl. The catalyst is CO.O1CCCC1. The product is [CH2:1]([N:8]1[CH:12]=[CH:11][C:10]([C:13]#[N:14])=[C:9]1[C:15]([OH:17])=[O:16])[C:2]1[CH:3]=[CH:4][CH:5]=[CH:6][CH:7]=1. The yield is 0.950.